This data is from Volume of distribution at steady state (VDss) regression data from Lombardo et al.. The task is: Regression/Classification. Given a drug SMILES string, predict its absorption, distribution, metabolism, or excretion properties. Task type varies by dataset: regression for continuous measurements (e.g., permeability, clearance, half-life) or binary classification for categorical outcomes (e.g., BBB penetration, CYP inhibition). For this dataset (vdss_lombardo), we predict log10(VDss) (log10 of volume of distribution in L/kg). (1) The drug is Nc1cc(OCC2CC2)c(C(=O)NC2C[NH+]3CCC2CC3)cc1Cl. The log10(VDss) is 0.590. (2) The compound is O=C(c1ccccc1)c1ccc2n1CCC2C(=O)[O-]. The log10(VDss) is -0.960. (3) The molecule is Nc1cc(-c2ccncc2)c[nH]c1=O. The log10(VDss) is 0.110. (4) The molecule is CC(C)[NH+](CCC(c1ccccc1)c1cc(CO)ccc1O)C(C)C. The log10(VDss) is 0.380. (5) The molecule is CN(C)Cc1nnc2n1-c1ccc(Cl)cc1C(c1ccccc1)=NC2. The log10(VDss) is -0.0100.